Task: Predict the product of the given reaction.. Dataset: Forward reaction prediction with 1.9M reactions from USPTO patents (1976-2016) Given the reactants [F:1][C:2]1[CH:7]=[C:6](B2OC(C)(C)C(C)(C)O2)[CH:5]=[CH:4][C:3]=1[C:17]1[N:18]=[CH:19][C:20]([NH2:23])=[N:21][CH:22]=1.Br[C:25]1[CH:30]=[CH:29][CH:28]=[CH:27][C:26]=1[N:31]1[CH2:36][CH2:35][CH2:34][CH2:33][S:32]1(=[O:38])=[O:37], predict the reaction product. The product is: [O:37]=[S:32]1(=[O:38])[CH2:33][CH2:34][CH2:35][CH2:36][N:31]1[C:26]1[CH:25]=[CH:30][CH:29]=[CH:28][C:27]=1[C:6]1[CH:5]=[CH:4][C:3]([C:17]2[N:18]=[CH:19][C:20]([NH2:23])=[N:21][CH:22]=2)=[C:2]([F:1])[CH:7]=1.